From a dataset of Catalyst prediction with 721,799 reactions and 888 catalyst types from USPTO. Predict which catalyst facilitates the given reaction. (1) Reactant: COC1C=CC(C[S:8][C:9]2[C:14](=[O:15])[N:13]3[C:16]4([CH2:24][CH2:23][CH2:22][CH2:21][CH2:20]4)[NH:17][C:18](=[O:19])[C:12]3=[C:11]([CH3:25])[CH:10]=2)=CC=1.CS(O)(=O)=O.O. Product: [SH:8][C:9]1[C:14](=[O:15])[N:13]2[C:16]3([CH2:24][CH2:23][CH2:22][CH2:21][CH2:20]3)[NH:17][C:18](=[O:19])[C:12]2=[C:11]([CH3:25])[CH:10]=1. The catalyst class is: 22. (2) The catalyst class is: 134. Product: [Cl:8][C:5]1[C:4]2[CH:9]=[C:10]([C:12]3[CH:17]=[CH:16][CH:15]=[CH:14][CH:13]=3)[S:11][C:3]=2[C:2]([CH:29]([OH:31])[CH3:30])=[CH:7][N:6]=1. Reactant: Br[C:2]1[C:3]2[S:11][C:10]([C:12]3[CH:17]=[CH:16][CH:15]=[CH:14][CH:13]=3)=[CH:9][C:4]=2[C:5]([Cl:8])=[N:6][CH:7]=1.C1C=CC=CC=1.[Li]CCCC.[CH:29](=[O:31])[CH3:30].